The task is: Predict the product of the given reaction.. This data is from Forward reaction prediction with 1.9M reactions from USPTO patents (1976-2016). (1) Given the reactants P(Cl)(Cl)([Cl:3])=O.[CH3:6][C:7]1[N+:8]([O-])=[C:9]([C:13]2[CH:18]=[CH:17][CH:16]=[CH:15][CH:14]=2)[O:10][C:11]=1[CH3:12], predict the reaction product. The product is: [Cl:3][CH2:6][C:7]1[N:8]=[C:9]([C:13]2[CH:18]=[CH:17][CH:16]=[CH:15][CH:14]=2)[O:10][C:11]=1[CH3:12]. (2) Given the reactants [CH3:1][C:2]1[CH:7]=[CH:6][C:5]([S:8]([NH:11][C:12](=[O:37])[O:13][CH2:14][CH2:15][C:16]2[CH:21]=[CH:20][C:19]([NH:22][C:23]3[CH:28]=[C:27]([Cl:29])[C:26]([C:30]([F:33])([F:32])[F:31])=[CH:25][C:24]=3[N+:34]([O-])=O)=[CH:18][CH:17]=2)(=[O:10])=[O:9])=[CH:4][CH:3]=1, predict the reaction product. The product is: [CH3:1][C:2]1[CH:3]=[CH:4][C:5]([S:8]([NH:11][C:12](=[O:37])[O:13][CH2:14][CH2:15][C:16]2[CH:17]=[CH:18][C:19]([NH:22][C:23]3[CH:28]=[C:27]([Cl:29])[C:26]([C:30]([F:33])([F:31])[F:32])=[CH:25][C:24]=3[NH2:34])=[CH:20][CH:21]=2)(=[O:9])=[O:10])=[CH:6][CH:7]=1.